From a dataset of Reaction yield outcomes from USPTO patents with 853,638 reactions. Predict the reaction yield, written as a fraction of the theoretical maximum amount of product (1.0 means a 100% yield; for example, 0.34 means a 34% yield). (1) The reactants are [C:1]([C:3]1[CH:8]=[CH:7][CH:6]=[CH:5][C:4]=1[C:9]1[CH:14]=[CH:13][C:12]([CH2:15][CH:16]([C:22](=O)[CH2:23][CH2:24][CH3:25])[C:17](OCC)=[O:18])=[CH:11][CH:10]=1)#[N:2].[O:27]1[CH2:32][CH2:31][CH:30]([NH:33][C:34]2[NH:38][CH:37]=[N:36][N:35]=2)[CH2:29][CH2:28]1. No catalyst specified. The product is [O:18]=[C:17]1[C:16]([CH2:15][C:12]2[CH:13]=[CH:14][C:9]([C:4]3[C:3]([C:1]#[N:2])=[CH:8][CH:7]=[CH:6][CH:5]=3)=[CH:10][CH:11]=2)=[C:22]([CH2:23][CH2:24][CH3:25])[N:35]2[N:36]=[CH:37][N:38]=[C:34]2[N:33]1[CH:30]1[CH2:29][CH2:28][O:27][CH2:32][CH2:31]1. The yield is 0.440. (2) The reactants are C([N:8]1[CH2:12][C@H:11]([CH2:13][CH3:14])[C@H:10]([C:15]([O:17][CH2:18][CH3:19])=[O:16])[CH2:9]1)C1C=CC=CC=1. The product is [CH2:13]([C@H:11]1[CH2:12][NH:8][CH2:9][C@H:10]1[C:15]([O:17][CH2:18][CH3:19])=[O:16])[CH3:14]. The yield is 0.790. The catalyst is CCO.